This data is from Full USPTO retrosynthesis dataset with 1.9M reactions from patents (1976-2016). The task is: Predict the reactants needed to synthesize the given product. (1) Given the product [N:1]([C@H:4]1[C@@H:8]([C@H:9]2[CH2:13][O:12][C:11]([CH3:14])([CH3:15])[O:10]2)[O:7][C:6](=[O:16])[C@H:5]1[OH:17])=[N+:2]=[N-:3], predict the reactants needed to synthesize it. The reactants are: [N:1]([C@@H:4]1[C@@H:8]([C@H:9]2[CH2:13][O:12][C:11]([CH3:15])([CH3:14])[O:10]2)[O:7][C:6](=[O:16])[C@@H:5]1[O:17]S(C(F)(F)F)(=O)=O)=[N+:2]=[N-:3].[Na].FC(F)(F)C(O)=O.CO. (2) Given the product [C:1]([O:5][C:6](=[O:24])[N:7]([C:9]([C:16]1[CH:21]=[CH:20][C:19]([Cl:22])=[C:18]([Cl:23])[CH:17]=1)([CH2:13][N:14]([CH3:15])[C:28](=[O:29])[CH2:27][C:26]([F:32])([F:31])[F:25])[CH2:10][CH:11]=[CH2:12])[CH3:8])([CH3:2])([CH3:3])[CH3:4], predict the reactants needed to synthesize it. The reactants are: [C:1]([O:5][C:6](=[O:24])[N:7]([C:9]([C:16]1[CH:21]=[CH:20][C:19]([Cl:22])=[C:18]([Cl:23])[CH:17]=1)([CH2:13][NH:14][CH3:15])[CH2:10][CH:11]=[CH2:12])[CH3:8])([CH3:4])([CH3:3])[CH3:2].[F:25][C:26]([F:32])([F:31])[CH2:27][C:28](O)=[O:29].F[P-](F)(F)(F)(F)F.N1(OC(N(C)C)=[N+](C)C)C2C=CC=CC=2N=N1.O.ON1C2C=CC=CC=2N=N1.C(N(CC)C(C)C)(C)C.